Dataset: Peptide-MHC class I binding affinity with 185,985 pairs from IEDB/IMGT. Task: Regression. Given a peptide amino acid sequence and an MHC pseudo amino acid sequence, predict their binding affinity value. This is MHC class I binding data. (1) The binding affinity (normalized) is 0.697. The MHC is HLA-A23:01 with pseudo-sequence HLA-A23:01. The peptide sequence is LSCAASGFTF. (2) The peptide sequence is TPQDLNTML. The MHC is HLA-A30:02 with pseudo-sequence HLA-A30:02. The binding affinity (normalized) is 0.0255. (3) The peptide sequence is FQLYSDLAH. The MHC is HLA-B15:01 with pseudo-sequence HLA-B15:01. The binding affinity (normalized) is 0.609. (4) The peptide sequence is VLVGGVLAAL. The MHC is HLA-A02:01 with pseudo-sequence HLA-A02:01. The binding affinity (normalized) is 0.622.